From a dataset of Forward reaction prediction with 1.9M reactions from USPTO patents (1976-2016). Predict the product of the given reaction. (1) Given the reactants [CH2:1]([CH:3]1[C:7]2[C:8]([O:12][C:13]3[N:18]=[CH:17][C:16]([NH:19][C:20](=[O:32])[C:21]([NH:24]C(=O)OC(C)(C)C)([CH3:23])[CH3:22])=[CH:15][CH:14]=3)=[CH:9][CH:10]=[CH:11][C:6]=2[CH2:5][O:4]1)[CH3:2].C(O)(C(F)(F)F)=O, predict the reaction product. The product is: [CH2:1]([CH:3]1[C:7]2[C:8]([O:12][C:13]3[N:18]=[CH:17][C:16]([NH:19][C:20](=[O:32])[C:21]([CH3:23])([CH3:22])[NH2:24])=[CH:15][CH:14]=3)=[CH:9][CH:10]=[CH:11][C:6]=2[CH2:5][O:4]1)[CH3:2]. (2) Given the reactants [Br:1][C:2]1[CH:3]=[C:4]2[C:42](=[CH:43][CH:44]=1)[C:7]1=[CH:8][C:9]3[C:10]([C:32]4[CH:41]=[CH:40][C:39]5[C:34](=[CH:35][CH:36]=[CH:37][CH:38]=5)[CH:33]=4)(O)[C:11]4[CH:12]=[CH:13][CH:14]=[CH:15][C:16]=4[C:17]([C:21]4[CH:30]=[CH:29][C:28]5[C:23](=[CH:24][CH:25]=[CH:26][CH:27]=5)[CH:22]=4)(O)[C:18]=3[CH:19]=[C:6]1[C:5]2([CH3:46])[CH3:45].[PH2]([O-])=O.[Na+], predict the reaction product. The product is: [Br:1][C:2]1[CH:3]=[C:4]2[C:42](=[CH:43][CH:44]=1)[C:7]1=[CH:8][C:9]3[C:10]([C:32]4[CH:41]=[CH:40][C:39]5[C:34](=[CH:35][CH:36]=[CH:37][CH:38]=5)[CH:33]=4)=[C:11]4[C:16](=[C:17]([C:21]5[CH:30]=[CH:29][C:28]6[C:23](=[CH:24][CH:25]=[CH:26][CH:27]=6)[CH:22]=5)[C:18]=3[CH:19]=[C:6]1[C:5]2([CH3:46])[CH3:45])[CH:15]=[CH:14][CH:13]=[CH:12]4. (3) Given the reactants C([C:3]1[C:4]([C:9]([OH:11])=O)=[C:5]([NH2:8])[S:6][CH:7]=1)C.C([O-])=O.[NH4+].[CH:16]([NH2:18])=O, predict the reaction product. The product is: [N:8]1[C:5]2[S:6][CH:7]=[CH:3][C:4]=2[C:9]([OH:11])=[N:18][CH:16]=1. (4) Given the reactants Cl[C:2]1[CH:7]=[C:6]([O:8][CH:9]([CH3:11])C)[C:5]([N+:12]([O-:14])=[O:13])=[CH:4][C:3]=1[CH3:15].[CH2:16](OB(C=C)OCCCC)[CH2:17]CC.[C:29](=O)([O-])[O-].[Na+].[Na+], predict the reaction product. The product is: [CH3:15][C:3]1[CH:4]=[C:5]([N+:12]([O-:14])=[O:13])[C:6]([O:8][CH2:9][CH2:11][CH3:29])=[CH:7][C:2]=1[CH:16]=[CH2:17]. (5) Given the reactants ClC(Cl)(Cl)CO[C:5](=[O:29])[NH:6][C:7]1[C:8]([CH3:28])=[C:9]([CH2:26][CH3:27])[C:10]2[O:14][CH2:13][CH:12]([C:15]3[CH:20]=[CH:19][C:18]([CH:21]([CH3:23])[CH3:22])=[CH:17][CH:16]=3)[C:11]=2[C:24]=1[CH3:25].[NH2:32][CH2:33][CH2:34][OH:35], predict the reaction product. The product is: [CH2:26]([C:9]1[C:10]2[O:14][CH2:13][CH:12]([C:15]3[CH:20]=[CH:19][C:18]([CH:21]([CH3:22])[CH3:23])=[CH:17][CH:16]=3)[C:11]=2[C:24]([CH3:25])=[C:7]([NH:6][C:5]([NH:32][CH2:33][CH2:34][OH:35])=[O:29])[C:8]=1[CH3:28])[CH3:27]. (6) Given the reactants C([O:3][C:4](=O)[CH2:5][C:6]1[CH:11]=[CH:10][C:9]([C:12](=[O:20])[C:13]2[CH:18]=[CH:17][CH:16]=[C:15]([NH2:19])[CH:14]=2)=[CH:8][C:7]=1[NH2:21])C.Cl.II, predict the reaction product. The product is: [NH2:19][C:15]1[CH:14]=[C:13]([CH:18]=[CH:17][CH:16]=1)[C:12]([C:9]1[CH:8]=[C:7]2[C:6]([CH2:5][C:4](=[O:3])[NH:21]2)=[CH:11][CH:10]=1)=[O:20]. (7) Given the reactants [CH:1]([C:4]1[CH:5]=[C:6]([C@@H:10]([NH2:14])[CH:11]([CH3:13])[CH3:12])[CH:7]=[CH:8][CH:9]=1)([CH3:3])[CH3:2].C([O:19][C:20]([C:22]1[CH:27]=[CH:26][CH:25]=[CH:24][C:23]=1[C:28]1[CH:33]=[CH:32][C:31]([CH2:34][N:35]2[C:43]3[C:38](=[CH:39][C:40]([C:44](O)=[O:45])=[CH:41][CH:42]=3)[C:37]([CH3:47])=[C:36]2[CH3:48])=[CH:30][CH:29]=1)=[O:21])(C)(C)C, predict the reaction product. The product is: [CH:1]([C:4]1[CH:5]=[C:6]([C@@H:10]([NH:14][C:44]([C:40]2[CH:39]=[C:38]3[C:43](=[CH:42][CH:41]=2)[N:35]([CH2:34][C:31]2[CH:30]=[CH:29][C:28]([C:23]4[C:22]([C:20]([OH:21])=[O:19])=[CH:27][CH:26]=[CH:25][CH:24]=4)=[CH:33][CH:32]=2)[C:36]([CH3:48])=[C:37]3[CH3:47])=[O:45])[CH:11]([CH3:13])[CH3:12])[CH:7]=[CH:8][CH:9]=1)([CH3:3])[CH3:2]. (8) Given the reactants [CH3:1][C:2]1[CH:14]=[CH:13][C:5]([O:6][C:7]2[CH:12]=[CH:11][CH:10]=[CH:9][N:8]=2)=[C:4]([N+:15]([O-])=O)[CH:3]=1, predict the reaction product. The product is: [CH3:1][C:2]1[CH:14]=[CH:13][C:5]([O:6][C:7]2[CH:12]=[CH:11][CH:10]=[CH:9][N:8]=2)=[C:4]([NH2:15])[CH:3]=1. (9) Given the reactants [CH2:1]([N:8]1[CH2:14][CH2:13][CH2:12][CH2:11][CH:10]([Se]C2C=CC=CC=2)[C:9]1=[O:22])[C:2]1[CH:7]=[CH:6][CH:5]=[CH:4][CH:3]=1.N1C=CC=CC=1.OO, predict the reaction product. The product is: [CH2:1]([N:8]1[CH2:14][CH2:13][CH2:12][CH:11]=[CH:10][C:9]1=[O:22])[C:2]1[CH:7]=[CH:6][CH:5]=[CH:4][CH:3]=1.